From a dataset of Full USPTO retrosynthesis dataset with 1.9M reactions from patents (1976-2016). Predict the reactants needed to synthesize the given product. (1) The reactants are: [C:1]1([C@H:7]2[CH2:16][CH2:15][C:14]3[C:9](=[CH:10][C:11](OS(C(F)(F)F)(=O)=O)=[CH:12][CH:13]=3)[O:8]2)[CH:6]=[CH:5][CH:4]=[CH:3][CH:2]=1.[B:25]1([B:25]2[O:29][C:28]([CH3:31])([CH3:30])[C:27]([CH3:33])([CH3:32])[O:26]2)[O:29][C:28]([CH3:31])([CH3:30])[C:27]([CH3:33])([CH3:32])[O:26]1.C([O-])(=O)C.[K+]. Given the product [C:1]1([C@H:7]2[CH2:16][CH2:15][C:14]3[C:9](=[CH:10][C:11]([B:25]4[O:29][C:28]([CH3:31])([CH3:30])[C:27]([CH3:33])([CH3:32])[O:26]4)=[CH:12][CH:13]=3)[O:8]2)[CH:6]=[CH:5][CH:4]=[CH:3][CH:2]=1, predict the reactants needed to synthesize it. (2) The reactants are: CN(C(ON1N=NC2C=CC=NC1=2)=[N+](C)C)C.F[P-](F)(F)(F)(F)F.[N:25]1[C:34]2[C:29](=[CH:30][CH:31]=[CH:32][CH:33]=2)[CH:28]=[C:27]([C:35]2[C:36]3[C:48]([NH2:49])=[N:47][CH:46]=[N:45][C:37]=3[N:38]3[C:43]=2[CH2:42][CH2:41][CH:40]([NH2:44])[CH2:39]3)[CH:26]=1.Cl.[CH3:51][N:52]([CH3:59])[CH2:53]/[CH:54]=[CH:55]/[C:56](O)=[O:57].C(=O)(O)[O-].[Na+]. Given the product [NH2:49][C:48]1[C:36]2[C:35]([C:27]3[CH:26]=[N:25][C:34]4[C:29]([CH:28]=3)=[CH:30][CH:31]=[CH:32][CH:33]=4)=[C:43]3[N:38]([C:37]=2[N:45]=[CH:46][N:47]=1)[CH2:39][CH:40]([NH:44][C:56](=[O:57])/[CH:55]=[CH:54]/[CH2:53][N:52]([CH3:59])[CH3:51])[CH2:41][CH2:42]3, predict the reactants needed to synthesize it. (3) Given the product [C:32]([C:31]1[CH:34]=[C:35]([F:38])[CH:36]=[CH:37][C:30]=1[CH2:29][O:8][C:7]1[CH:6]=[C:5]([CH3:9])[N:4]([C:10]2[CH:11]=[C:12]([CH:17]=[CH:18][C:19]=2[CH3:20])[C:13]([O:15][CH3:16])=[O:14])[C:3](=[O:21])[C:2]=1[Cl:1])#[N:33], predict the reactants needed to synthesize it. The reactants are: [Cl:1][C:2]1[C:3](=[O:21])[N:4]([C:10]2[CH:11]=[C:12]([CH:17]=[CH:18][C:19]=2[CH3:20])[C:13]([O:15][CH3:16])=[O:14])[C:5]([CH3:9])=[CH:6][C:7]=1[OH:8].C(=O)([O-])[O-].[K+].[K+].Br[CH2:29][C:30]1[CH:37]=[CH:36][C:35]([F:38])=[CH:34][C:31]=1[C:32]#[N:33].C(OCC)(=O)C. (4) Given the product [C:1]([N:8]1[CH2:16][C:15]2[C:10](=[CH:11][CH:12]=[CH:13][CH:14]=2)[C:9]1([CH3:24])[C:17]([O:19][CH3:20])=[O:18])([O:3][C:4]([CH3:7])([CH3:6])[CH3:5])=[O:2], predict the reactants needed to synthesize it. The reactants are: [C:1]([N:8]1[CH2:16][C:15]2[C:10](=[CH:11][CH:12]=[CH:13][CH:14]=2)[CH:9]1[C:17]([O:19][CH3:20])=[O:18])([O:3][C:4]([CH3:7])([CH3:6])[CH3:5])=[O:2].CI.[Li+].[CH3:24]C([N-]C(C)C)C. (5) Given the product [Cl:1][C:2]1[C:3]([N:12]2[CH:16]=[C:15]([CH2:17][CH2:18][CH2:19][OH:20])[C:14]([CH:24]([CH3:26])[CH3:25])=[N:13]2)=[N:4][CH:5]=[C:6]([C:8]([F:10])([F:11])[F:9])[CH:7]=1, predict the reactants needed to synthesize it. The reactants are: [Cl:1][C:2]1[C:3]([N:12]2[CH:16]=[C:15]([CH2:17][CH2:18][CH2:19][O:20]COC)[C:14]([CH:24]([CH3:26])[CH3:25])=[N:13]2)=[N:4][CH:5]=[C:6]([C:8]([F:11])([F:10])[F:9])[CH:7]=1.Cl. (6) Given the product [C:25]([Si:29]([CH3:37])([CH3:36])[O:30][CH2:31][CH2:24][CH2:18][CH:19]1[O:20][B:16]([OH:17])[C:10]2[CH:9]=[C:8]([O:1][C:2]3[CH:3]=[CH:4][CH:5]=[CH:6][CH:7]=3)[CH:15]=[CH:14][C:11]1=2)([CH3:28])([CH3:27])[CH3:26], predict the reactants needed to synthesize it. The reactants are: [O:1]([C:8]1[CH:15]=[CH:14][C:11](C=O)=[C:10]([B:16]2[O:20][C:19](C)(C)[C:18]([CH3:24])(C)[O:17]2)[CH:9]=1)[C:2]1[CH:7]=[CH:6][CH:5]=[CH:4][CH:3]=1.[C:25]([Si:29]([CH3:37])([CH3:36])[O:30][CH2:31]CC[Mg]Br)([CH3:28])([CH3:27])[CH3:26].[NH4+].[Cl-]. (7) Given the product [CH3:12][C:13]1[CH:14]=[C:15]([CH:17]=[C:18]([CH3:20])[CH:19]=1)[NH:16][C:9]([CH2:8][C:5]1[CH:4]=[CH:3][C:2]([OH:1])=[CH:7][CH:6]=1)=[O:11], predict the reactants needed to synthesize it. The reactants are: [OH:1][C:2]1[CH:7]=[CH:6][C:5]([CH2:8][C:9]([OH:11])=O)=[CH:4][CH:3]=1.[CH3:12][C:13]1[CH:14]=[C:15]([CH:17]=[C:18]([CH3:20])[CH:19]=1)[NH2:16]. (8) Given the product [C:29]1([C:38]2[CH:39]=[CH:40][CH:41]=[CH:42][CH:43]=2)[CH:30]=[CH:31][C:32]([CH2:35][CH2:36][NH:37][C:24]([C:20]2[N:21]([CH3:23])[CH:22]=[C:18]([NH:17][C:15]([C:10]3[C:9]([C:6]4[CH:5]=[CH:4][C:3]([C:2]([F:28])([F:1])[F:27])=[CH:8][CH:7]=4)=[CH:14][CH:13]=[CH:12][CH:11]=3)=[O:16])[CH:19]=2)=[O:26])=[CH:33][CH:34]=1, predict the reactants needed to synthesize it. The reactants are: [F:1][C:2]([F:28])([F:27])[C:3]1[CH:8]=[CH:7][C:6]([C:9]2[C:10]([C:15]([NH:17][C:18]3[CH:19]=[C:20]([C:24]([OH:26])=O)[N:21]([CH3:23])[CH:22]=3)=[O:16])=[CH:11][CH:12]=[CH:13][CH:14]=2)=[CH:5][CH:4]=1.[C:29]1([C:38]2[CH:43]=[CH:42][CH:41]=[CH:40][CH:39]=2)[CH:34]=[CH:33][C:32]([CH2:35][CH2:36][NH2:37])=[CH:31][CH:30]=1.CN(C(ON1N=NC2C=CC=CC1=2)=[N+](C)C)C.[B-](F)(F)(F)F.C(N(CC)CC)C. (9) Given the product [CH2:3]([O:5][C:6](=[O:25])[C:7]([O:8][CH2:9][CH3:10])=[CH:48][C:45]1[CH:46]=[CH:47][C:42]([CH2:41][CH2:40][N:32]([C:31]([O:30][C:26]([CH3:29])([CH3:28])[CH3:27])=[O:50])[CH2:33][CH2:34][CH2:35][CH2:36][CH2:37][CH2:38][CH3:39])=[CH:43][CH:44]=1)[CH3:4], predict the reactants needed to synthesize it. The reactants are: [H-].[Na+].[CH2:3]([O:5][C:6](=[O:25])[CH:7](P(C1C=CC=CC=1)(C1C=CC=CC=1)=O)[O:8][CH2:9][CH3:10])[CH3:4].[C:26]([O:30][C:31](=[O:50])[N:32]([CH2:40][CH2:41][C:42]1[CH:47]=[CH:46][C:45]([CH:48]=O)=[CH:44][CH:43]=1)[CH2:33][CH2:34][CH2:35][CH2:36][CH2:37][CH2:38][CH3:39])([CH3:29])([CH3:28])[CH3:27]. (10) Given the product [CH:1]([C:4]1[CH:11]=[CH:10][C:7]([CH2:8][NH:19][C:18]2[CH:20]=[CH:21][C:15]([CH:12]([CH3:14])[CH3:13])=[CH:16][CH:17]=2)=[CH:6][CH:5]=1)([CH3:3])[CH3:2], predict the reactants needed to synthesize it. The reactants are: [CH:1]([C:4]1[CH:11]=[CH:10][C:7]([CH:8]=O)=[CH:6][CH:5]=1)([CH3:3])[CH3:2].[CH:12]([C:15]1[CH:21]=[CH:20][C:18]([NH2:19])=[CH:17][CH:16]=1)([CH3:14])[CH3:13].